This data is from Catalyst prediction with 721,799 reactions and 888 catalyst types from USPTO. The task is: Predict which catalyst facilitates the given reaction. (1) Reactant: [CH:1]1([CH2:7][C:8]#[CH:9])[CH2:6][CH2:5][CH2:4][CH2:3][CH2:2]1.B1C2CCCC1CCC2.B(O)O.Br[C:23]1[CH:56]=[CH:55][C:26]([CH2:27][C:28]2[N:29]([C:41]3[CH:42]=[C:43]([N:47]4[S:51](=[O:53])(=[O:52])[NH:50][C:49](=[O:54])[CH2:48]4)[CH:44]=[CH:45][CH:46]=3)[CH:30]=[C:31]([C:33]3[CH:38]=[CH:37][C:36]([Cl:39])=[CH:35][C:34]=3[Cl:40])[N:32]=2)=[CH:25][CH:24]=1. Product: [CH:1]1([CH2:7][CH:8]=[CH:9][C:23]2[CH:56]=[CH:55][C:26]([CH2:27][C:28]3[N:29]([C:41]4[CH:42]=[C:43]([N:47]5[S:51](=[O:52])(=[O:53])[NH:50][C:49](=[O:54])[CH2:48]5)[CH:44]=[CH:45][CH:46]=4)[CH:30]=[C:31]([C:33]4[CH:38]=[CH:37][C:36]([Cl:39])=[CH:35][C:34]=4[Cl:40])[N:32]=3)=[CH:25][CH:24]=2)[CH2:6][CH2:5][CH2:4][CH2:3][CH2:2]1. The catalyst class is: 1. (2) Reactant: [C:1]([O:5][C:6]([N:8]1[CH2:13][CH2:12][N:11]([C:14]2[CH:22]=[CH:21][CH:20]=[C:19]3[C:15]=2[CH:16]=[CH:17][NH:18]3)[CH2:10][CH2:9]1)=[O:7])([CH3:4])([CH3:3])[CH3:2].[C:23](O[C:23]([O:25][C:26]([CH3:29])([CH3:28])[CH3:27])=[O:24])([O:25][C:26]([CH3:29])([CH3:28])[CH3:27])=[O:24]. The catalyst class is: 230. Product: [C:26]([O:25][C:23]([N:18]1[C:19]2[C:15](=[C:14]([N:11]3[CH2:12][CH2:13][N:8]([C:6]([O:5][C:1]([CH3:4])([CH3:2])[CH3:3])=[O:7])[CH2:9][CH2:10]3)[CH:22]=[CH:21][CH:20]=2)[CH:16]=[CH:17]1)=[O:24])([CH3:29])([CH3:28])[CH3:27]. (3) Reactant: [Br:1][C:2]1[CH:6]=[CH:5][O:4][CH:3]=1.[I-].[Mg+2].[I-].[CH3:10][C:11]1[CH:16]=[C:15]([CH3:17])[CH:14]=[C:13]([CH3:18])[C:12]=1[CH:19]1[C:23](=[O:24])[CH:22]=[CH:21][C:20]1=[O:25]. Product: [Br:1][C:2]1[CH:3]2[O:4][CH:5]([CH:6]=1)[CH:21]1[CH:22]2[C:23](=[O:24])[CH:19]([C:12]2[C:11]([CH3:10])=[CH:16][C:15]([CH3:17])=[CH:14][C:13]=2[CH3:18])[C:20]1=[O:25]. The catalyst class is: 4. (4) Reactant: [Cl-].[Al+3].[Cl-].[Cl-].[C:5](Cl)(=[O:7])[CH3:6].[F:9][C:10]1[CH:15]=[CH:14][CH:13]=[CH:12][C:11]=1[O:16][CH3:17]. Product: [F:9][C:10]1[CH:15]=[C:14]([C:5](=[O:7])[CH3:6])[CH:13]=[CH:12][C:11]=1[O:16][CH3:17]. The catalyst class is: 22. (5) Reactant: [Br:1][C:2]1[CH:3]=[CH:4][C:5](F)=[C:6]([C:8](=[O:10])[CH3:9])[CH:7]=1.Cl.[CH3:13][NH:14][CH3:15].C(=O)([O-])[O-].[K+].[K+]. Product: [Br:1][C:2]1[CH:3]=[CH:4][C:5]([N:14]([CH3:15])[CH3:13])=[C:6]([C:8](=[O:10])[CH3:9])[CH:7]=1. The catalyst class is: 10. (6) Reactant: [CH:1]1([NH:7][CH2:8][C:9]2[CH:16]=[CH:15][C:12]([C:13]#[N:14])=[CH:11][CH:10]=2)[CH2:6][CH2:5][CH2:4][CH2:3][CH2:2]1.C(N(CC)CC)C.[C:24]([O:28][C:29](O[C:29]([O:28][C:24]([CH3:27])([CH3:26])[CH3:25])=[O:30])=[O:30])([CH3:27])([CH3:26])[CH3:25]. Product: [C:24]([O:28][C:29]([N:7]([CH2:8][C:9]1[CH:16]=[CH:15][C:12]([C:13]#[N:14])=[CH:11][CH:10]=1)[CH:1]1[CH2:6][CH2:5][CH2:4][CH2:3][CH2:2]1)=[O:30])([CH3:27])([CH3:26])[CH3:25]. The catalyst class is: 2. (7) Reactant: [CH3:1][C:2]1[CH:35]=[C:34]([O:36][CH2:37][CH2:38][CH2:39][O:40]C2CCCCO2)[CH:33]=[CH:32][C:3]=1[CH2:4][CH2:5][C:6]1[CH:11]=[CH:10][CH:9]=[CH:8][C:7]=1[C:12]1[N:17]=[C:16]([N:18]2[C:22]([C:23]([F:26])([F:25])[F:24])=[C:21]([C:27]([O:29][CH2:30][CH3:31])=[O:28])[CH:20]=[N:19]2)[CH:15]=[CH:14][CH:13]=1. Product: [OH:40][CH2:39][CH2:38][CH2:37][O:36][C:34]1[CH:33]=[CH:32][C:3]([CH2:4][CH2:5][C:6]2[CH:11]=[CH:10][CH:9]=[CH:8][C:7]=2[C:12]2[N:17]=[C:16]([N:18]3[C:22]([C:23]([F:25])([F:24])[F:26])=[C:21]([C:27]([O:29][CH2:30][CH3:31])=[O:28])[CH:20]=[N:19]3)[CH:15]=[CH:14][CH:13]=2)=[C:2]([CH3:1])[CH:35]=1. The catalyst class is: 5.